This data is from Catalyst prediction with 721,799 reactions and 888 catalyst types from USPTO. The task is: Predict which catalyst facilitates the given reaction. (1) Product: [C:12]1([C:15]2[CH:16]=[CH:17][CH:18]=[CH:19][CH:20]=2)[CH:13]=[CH:14][C:9]([CH2:8][C@@H:7]([NH:21][C:25](=[O:26])[CH2:24][CH2:23][C:22]([OH:27])=[O:35])[CH2:6][C@@H:5]([CH3:28])[C:4]([OH:3])=[O:29])=[CH:10][CH:11]=1. Reactant: C([O:3][C:4](=[O:29])[C@H:5]([CH3:28])[CH2:6][C@H:7]([N:21]1[C:25](=[O:26])[CH2:24][CH2:23][C:22]1=[O:27])[CH2:8][C:9]1[CH:14]=[CH:13][C:12]([C:15]2[CH:20]=[CH:19][CH:18]=[CH:17][CH:16]=2)=[CH:11][CH:10]=1)C.[OH-].[Na+].C1C[O:35]CC1.C(O)C. The catalyst class is: 6. (2) Reactant: [O:1]=[C:2]1[CH:11]([NH:12]C(=O)OC(C)(C)C)[CH2:10][C:9]2[C:4](=[C:5]([N:20]3[CH2:24][CH2:23][CH2:22][C:21]3=[O:25])[CH:6]=[CH:7][CH:8]=2)[N:3]1[CH2:26][C:27]1[CH:31]=[CH:30][S:29][CH:28]=1.Cl.C(=O)(O)[O-].[K+]. Product: [NH2:12][CH:11]1[CH2:10][C:9]2[C:4](=[C:5]([N:20]3[CH2:24][CH2:23][CH2:22][C:21]3=[O:25])[CH:6]=[CH:7][CH:8]=2)[N:3]([CH2:26][C:27]2[CH:31]=[CH:30][S:29][CH:28]=2)[C:2]1=[O:1]. The catalyst class is: 84. (3) Reactant: [Br:1]Br.ClCCl.[C:6]1([C:12]2[C:16]([C:17]3[CH:22]=[CH:21][CH:20]=[CH:19][CH:18]=3)=[CH:15][O:14][C:13]=2[C:23]([O:25][CH3:26])=[O:24])[CH:11]=[CH:10][CH:9]=[CH:8][CH:7]=1. Product: [Br:1][C:15]1[O:14][C:13]([C:23]([O:25][CH3:26])=[O:24])=[C:12]([C:6]2[CH:7]=[CH:8][CH:9]=[CH:10][CH:11]=2)[C:16]=1[C:17]1[CH:18]=[CH:19][CH:20]=[CH:21][CH:22]=1. The catalyst class is: 22. (4) The catalyst class is: 2. Product: [Br:43][CH2:7][CH2:6][CH:5]([C:9]1[S:10][C:11]2[CH:18]=[C:17]([C:19]([F:22])([F:21])[F:20])[CH:16]=[CH:15][C:12]=2[C:13]=1[CH3:14])[CH2:4][CH2:3][O:2][CH3:1]. Reactant: [CH3:1][O:2][CH2:3][CH2:4][CH:5]([C:9]1[S:10][C:11]2[CH:18]=[C:17]([C:19]([F:22])([F:21])[F:20])[CH:16]=[CH:15][C:12]=2[C:13]=1[CH3:14])[CH2:6][CH2:7]O.C1(P(C2C=CC=CC=2)C2C=CC=CC=2)C=CC=CC=1.C(Br)(Br)(Br)[Br:43]. (5) Reactant: [O:1]1[CH:5]=[CH:4][CH:3]=[C:2]1[C:6]([O:8][CH2:9][CH3:10])=[O:7].C=O.Cl.[Cl:14][CH2:15]Cl. Product: [Cl:14][CH2:15][C:5]1[O:1][C:2]([C:6]([O:8][CH2:9][CH3:10])=[O:7])=[CH:3][CH:4]=1. The catalyst class is: 530. (6) The catalyst class is: 21. Reactant: [I:1][C:2]1[CH:7]=[CH:6][C:5]([OH:8])=[CH:4][CH:3]=1.C(=O)([O-])[O-].[Cs+].[Cs+].Cl.Cl[CH2:17][CH2:18][N:19]1[CH2:23][CH2:22][CH2:21][CH2:20]1.O. Product: [N:19]1([CH2:18][CH2:17][O:8][C:5]2[CH:6]=[CH:7][C:2]([I:1])=[CH:3][CH:4]=2)[CH2:23][CH2:22][CH2:21][CH2:20]1. (7) The catalyst class is: 2. Reactant: [CH:1]1([N:4]([CH2:18][C:19]2[O:23][CH:22]=[C:21]([C:24]([OH:26])=O)[CH:20]=2)[S:5]([C:8]2[C:13]([CH3:14])=[CH:12][C:11]([O:15][CH3:16])=[CH:10][C:9]=2[CH3:17])(=[O:7])=[O:6])[CH2:3][CH2:2]1.CCN=C=NCCCN(C)C.C1C=CC2N(O)N=NC=2C=1.CCN(C(C)C)C(C)C.Cl.Cl.Cl.[CH3:60][N:61]([CH3:77])[CH:62]1[CH2:66][CH2:65][N:64]([CH2:67][C:68]2[CH:73]=[CH:72][C:71]([CH2:74][NH:75][CH3:76])=[CH:70][CH:69]=2)[CH2:63]1. Product: [CH:1]1([N:4]([CH2:18][C:19]2[O:23][CH:22]=[C:21]([C:24]([N:75]([CH2:74][C:71]3[CH:70]=[CH:69][C:68]([CH2:67][N:64]4[CH2:65][CH2:66][CH:62]([N:61]([CH3:60])[CH3:77])[CH2:63]4)=[CH:73][CH:72]=3)[CH3:76])=[O:26])[CH:20]=2)[S:5]([C:8]2[C:13]([CH3:14])=[CH:12][C:11]([O:15][CH3:16])=[CH:10][C:9]=2[CH3:17])(=[O:7])=[O:6])[CH2:2][CH2:3]1. (8) Reactant: C(OC([N:8]1[CH2:13][CH2:12][C:11]([C:26](=[O:35])[C:27]2[CH:32]=[C:31]([CH3:33])[CH:30]=[C:29]([CH3:34])[CH:28]=2)([NH:14][C:15](=[O:25])[C:16]2[CH:21]=[CH:20][CH:19]=[C:18]([O:22][CH3:23])[C:17]=2[CH3:24])[CH2:10][CH2:9]1)=O)(C)(C)C. Product: [CH3:33][C:31]1[CH:32]=[C:27]([CH:28]=[C:29]([CH3:34])[CH:30]=1)[C:26]([C:11]1([NH:14][C:15](=[O:25])[C:16]2[CH:21]=[CH:20][CH:19]=[C:18]([O:22][CH3:23])[C:17]=2[CH3:24])[CH2:10][CH2:9][NH:8][CH2:13][CH2:12]1)=[O:35]. The catalyst class is: 557. (9) Reactant: [NH2:1][C:2]1[CH:6]=[CH:5][S:4][C:3]=1[C:7]([O:9][CH3:10])=[O:8].[C:11]([C:15]1[CH:20]=[CH:19][C:18]([S:21](Cl)(=[O:23])=[O:22])=[CH:17][CH:16]=1)([CH3:14])([CH3:13])[CH3:12].N1C=CC=CC=1. Product: [C:11]([C:15]1[CH:20]=[CH:19][C:18]([S:21]([NH:1][C:2]2[CH:6]=[CH:5][S:4][C:3]=2[C:7]([O:9][CH3:10])=[O:8])(=[O:23])=[O:22])=[CH:17][CH:16]=1)([CH3:14])([CH3:12])[CH3:13]. The catalyst class is: 33. (10) Reactant: [Br:1][C:2]1[CH:7]=[CH:6][C:5]([S:8](Cl)(=[O:10])=[O:9])=[CH:4][CH:3]=1.[CH2:12]([NH2:16])[CH:13]([CH3:15])[CH3:14]. Product: [Br:1][C:2]1[CH:7]=[CH:6][C:5]([S:8]([NH:16][CH2:12][CH:13]([CH3:15])[CH3:14])(=[O:10])=[O:9])=[CH:4][CH:3]=1. The catalyst class is: 4.